From a dataset of Reaction yield outcomes from USPTO patents with 853,638 reactions. Predict the reaction yield, written as a fraction of the theoretical maximum amount of product (1.0 means a 100% yield; for example, 0.34 means a 34% yield). (1) The reactants are [CH:1]1([C@H:6]([N:11]=[C:12]=[O:13])[C:7]([O:9][CH3:10])=[O:8])[CH2:5][CH2:4][CH2:3][CH2:2]1.[CH2:14]([C@@H:19]1[CH2:23][CH2:22][CH2:21][C@H:20]1[OH:24])[CH2:15][CH2:16][CH:17]=[CH2:18]. The catalyst is C1(C)C=CC=CC=1.CN(C1C=CN=CC=1)C.CCOC(C)=O.Cl. The product is [CH:1]1([C@H:6]([NH:11][C:12]([O:24][C@@H:20]2[CH2:21][CH2:22][CH2:23][C@H:19]2[CH2:14][CH2:15][CH2:16][CH:17]=[CH2:18])=[O:13])[C:7]([O:9][CH3:10])=[O:8])[CH2:2][CH2:3][CH2:4][CH2:5]1. The yield is 0.760. (2) The reactants are [CH3:1][N:2]([CH3:15])[C:3](=[O:14])[CH2:4][CH2:5][CH2:6][C:7]1[CH:12]=[CH:11][C:10]([NH2:13])=[CH:9][CH:8]=1.[C:16]1(=O)[CH2:19][CH2:18][CH2:17]1.[Si]([C:25]#[N:26])(C)(C)C. The catalyst is C(OCC)(=O)C. The product is [CH3:15][N:2]([CH3:1])[C:3](=[O:14])[CH2:4][CH2:5][CH2:6][C:7]1[CH:8]=[CH:9][C:10]([NH:13][C:16]2([C:25]#[N:26])[CH2:19][CH2:18][CH2:17]2)=[CH:11][CH:12]=1. The yield is 0.570.